Dataset: Forward reaction prediction with 1.9M reactions from USPTO patents (1976-2016). Task: Predict the product of the given reaction. Given the reactants C[O-].[Na+].C[O:5][C:6](=O)[CH:7]=[CH:8][C:9]1[CH:30]=[CH:29][C:12]2[N:13]([CH2:25][CH2:26][CH2:27][OH:28])[C:14]([CH2:16][CH:17]([C:19]3[CH:24]=[CH:23][CH:22]=[CH:21][CH:20]=3)[CH3:18])=[N:15][C:11]=2[CH:10]=1.Cl.[NH2:33][OH:34], predict the reaction product. The product is: [OH:34][NH:33][C:6](=[O:5])[CH:7]=[CH:8][C:9]1[CH:30]=[CH:29][C:12]2[N:13]([CH2:25][CH2:26][CH2:27][OH:28])[C:14]([CH2:16][CH:17]([C:19]3[CH:20]=[CH:21][CH:22]=[CH:23][CH:24]=3)[CH3:18])=[N:15][C:11]=2[CH:10]=1.